This data is from Catalyst prediction with 721,799 reactions and 888 catalyst types from USPTO. The task is: Predict which catalyst facilitates the given reaction. (1) Reactant: [NH2:1][C:2]1[C:10]([I:11])=[CH:9][CH:8]=[CH:7][C:3]=1[C:4]([OH:6])=[O:5].[N+](=[CH2:14])=[N-]. Product: [CH3:14][O:5][C:4](=[O:6])[C:3]1[CH:7]=[CH:8][CH:9]=[C:10]([I:11])[C:2]=1[NH2:1]. The catalyst class is: 459. (2) Reactant: [C:1]([O:5][C:6]([N:8]1[CH2:13][CH2:12][C:11](=O)[CH:10]([C:15]([C:17]2([CH3:21])[CH2:20][CH2:19][CH2:18]2)=O)[CH2:9]1)=[O:7])([CH3:4])([CH3:3])[CH3:2].[NH2:22][NH2:23].O. Product: [CH3:21][C:17]1([C:15]2[C:10]3[CH2:9][N:8]([C:6]([O:5][C:1]([CH3:4])([CH3:3])[CH3:2])=[O:7])[CH2:13][CH2:12][C:11]=3[NH:23][N:22]=2)[CH2:20][CH2:19][CH2:18]1. The catalyst class is: 14. (3) The catalyst class is: 4. Product: [Br:1][C:2]1[N:7]=[C:6]([CH2:8][C:9]([C:11]2[C:16]([F:17])=[CH:15][CH:14]=[CH:13][C:12]=2[Cl:18])=[O:10])[C:5]([N+:19]([O-:21])=[O:20])=[CH:4][CH:3]=1. Reactant: [Br:1][C:2]1[N:7]=[C:6]([CH2:8][CH:9]([C:11]2[C:16]([F:17])=[CH:15][CH:14]=[CH:13][C:12]=2[Cl:18])[OH:10])[C:5]([N+:19]([O-:21])=[O:20])=[CH:4][CH:3]=1.CC(OI1(OC(C)=O)(OC(C)=O)OC(=O)C2C=CC=CC1=2)=O. (4) Reactant: C(OC([N:8]1[CH2:12][C@H:11](O)[CH2:10][C@@H:9]1[C:14](O)=O)=O)(C)(C)C.N[C:18]1[CH:19]=[C:20]([CH:24]=[C:25]([C:27]([O:29]C)=O)[CH:26]=1)[C:21]([OH:23])=[O:22].[CH3:31]OC(C1C=C(C=C([N+]([O-])=O)C=1)C(O)=O)=O. Product: [CH2:12]([N:8]([CH2:9][CH2:14][CH3:31])[C:27]([C:25]1[CH:24]=[C:20]([CH:19]=[CH:18][CH:26]=1)[C:21]([OH:23])=[O:22])=[O:29])[CH2:11][CH3:10]. The catalyst class is: 43. (5) Reactant: [OH:1][CH:2]1[CH2:7][CH2:6][N:5]([C:8]([O:10][C:11]([CH3:14])([CH3:13])[CH3:12])=[O:9])[CH2:4][CH2:3]1.[H-].[Na+].[CH3:17][C:18]1[CH:25]=[CH:24][C:23]([CH3:26])=[CH:22][C:19]=1[CH2:20]Cl.O. The catalyst class is: 3. Product: [CH3:17][C:18]1[CH:25]=[CH:24][C:23]([CH3:26])=[CH:22][C:19]=1[CH2:20][O:1][CH:2]1[CH2:3][CH2:4][N:5]([C:8]([O:10][C:11]([CH3:14])([CH3:13])[CH3:12])=[O:9])[CH2:6][CH2:7]1. (6) Reactant: [CH:1]([N:5]1[C:13]2[C:8](=[C:9]([C:33](=[O:46])[NH:34][CH2:35][C:36]3[C:37]([O:44]C)=[N:38][N:39]([CH2:42][CH3:43])[C:40]=3[CH3:41])[CH:10]=[C:11]([C:14]3[CH:15]=[CH:16][C:17]([N:20]4[CH2:25][CH2:24][N:23](C(OC(C)(C)C)=O)[CH2:22][CH2:21]4)=[N:18][CH:19]=3)[CH:12]=2)[C:7]([CH3:47])=[CH:6]1)([CH2:3][CH3:4])[CH3:2].B(Br)(Br)Br. Product: [CH:1]([N:5]1[C:13]2[CH:12]=[C:11]([C:14]3[CH:19]=[N:18][C:17]([N:20]4[CH2:21][CH2:22][NH:23][CH2:24][CH2:25]4)=[CH:16][CH:15]=3)[CH:10]=[C:9]([C:33]([NH:34][CH2:35][C:36]3[C:37](=[O:44])[NH:38][N:39]([CH2:42][CH3:43])[C:40]=3[CH3:41])=[O:46])[C:8]=2[C:7]([CH3:47])=[CH:6]1)([CH2:3][CH3:4])[CH3:2]. The catalyst class is: 2. (7) Reactant: [F:1][C:2]1[CH:10]=[C:9]2[C:5]([C:6]([C:12]3[N:13]=[C:14]4[C:20]([C:21](O)=[O:22])=[CH:19][NH:18][C:15]4=[N:16][CH:17]=3)=[N:7][N:8]2[CH3:11])=[CH:4][CH:3]=1.CCN=C=NCCCN(C)C.CCN(C(C)C)C(C)C.[NH2:44][C:45]1([CH2:48][NH:49][C:50](=[O:56])[O:51][C:52]([CH3:55])([CH3:54])[CH3:53])[CH2:47][CH2:46]1. Product: [F:1][C:2]1[CH:10]=[C:9]2[C:5]([C:6]([C:12]3[N:13]=[C:14]4[C:20]([C:21]([NH:44][C:45]5([CH2:48][NH:49][C:50](=[O:56])[O:51][C:52]([CH3:54])([CH3:53])[CH3:55])[CH2:47][CH2:46]5)=[O:22])=[CH:19][NH:18][C:15]4=[N:16][CH:17]=3)=[N:7][N:8]2[CH3:11])=[CH:4][CH:3]=1. The catalyst class is: 792. (8) Reactant: [F:1][C:2]([F:34])([F:33])[O:3][C:4]1[CH:32]=[CH:31][C:7]([CH2:8][NH:9][C:10]([C@H:12]2[CH2:17][NH:16][CH2:15][CH2:14][N:13]2[S:18]([C:21]2[CH:26]=[CH:25][C:24]([C:27]([F:30])([F:29])[F:28])=[CH:23][CH:22]=2)(=[O:20])=[O:19])=[O:11])=[CH:6][CH:5]=1.Cl[C:36]1[S:37][C:38]2[CH:43]=[N:42][NH:41][C:40](=[O:44])[C:39]=2[N:45]=1.C(N(CC)C(C)C)(C)C. Product: [F:34][C:2]([F:1])([F:33])[O:3][C:4]1[CH:5]=[CH:6][C:7]([CH2:8][NH:9][C:10]([C@H:12]2[CH2:17][N:16]([C:36]3[S:37][C:38]4[CH:43]=[N:42][NH:41][C:40](=[O:44])[C:39]=4[N:45]=3)[CH2:15][CH2:14][N:13]2[S:18]([C:21]2[CH:26]=[CH:25][C:24]([C:27]([F:28])([F:29])[F:30])=[CH:23][CH:22]=2)(=[O:20])=[O:19])=[O:11])=[CH:31][CH:32]=1. The catalyst class is: 32.